From a dataset of Catalyst prediction with 721,799 reactions and 888 catalyst types from USPTO. Predict which catalyst facilitates the given reaction. (1) Reactant: [N:1]12[CH2:8][CH2:7][CH:4]([CH2:5][CH2:6]1)[C@@H:3]([O:9][C:10](=[O:39])[NH:11][C:12]1[CH:17]=[C:16](/[CH:18]=[CH:19]/[CH2:20][N:21]3[C:25]4[CH:26]=[CH:27][C:28]([CH:30]=O)=[CH:29][C:24]=4[O:23][C:22]3=[O:32])[CH:15]=[CH:14][C:13]=1[C:33]1[CH:38]=[CH:37][CH:36]=[CH:35][CH:34]=1)[CH2:2]2.C(O)(=O)C.[NH2:44][CH2:45][C@@H:46]([C:55]1[CH:64]=[CH:63][C:62]([OH:65])=[C:61]2[C:56]=1[CH:57]=[CH:58][C:59](=[O:66])[NH:60]2)[O:47][Si:48]([C:51]([CH3:54])([CH3:53])[CH3:52])([CH3:50])[CH3:49].CCN(C(C)C)C(C)C.C(O[BH-](OC(=O)C)OC(=O)C)(=O)C.[Na+]. Product: [N:1]12[CH2:6][CH2:5][CH:4]([CH2:7][CH2:8]1)[C@@H:3]([O:9][C:10](=[O:39])[NH:11][C:12]1[CH:17]=[C:16](/[CH:18]=[CH:19]/[CH2:20][N:21]3[C:25]4[CH:26]=[CH:27][C:28]([CH2:30][NH:44][CH2:45][C@H:46]([O:47][Si:48]([C:51]([CH3:54])([CH3:53])[CH3:52])([CH3:50])[CH3:49])[C:55]5[CH:64]=[CH:63][C:62]([OH:65])=[C:61]6[C:56]=5[CH:57]=[CH:58][C:59](=[O:66])[NH:60]6)=[CH:29][C:24]=4[O:23][C:22]3=[O:32])[CH:15]=[CH:14][C:13]=1[C:33]1[CH:38]=[CH:37][CH:36]=[CH:35][CH:34]=1)[CH2:2]2. The catalyst class is: 254. (2) Reactant: C(OC(=O)[NH:7][C:8]([C:10]1[S:11][C:12]([S:26][CH3:27])=[C:13]([S:15]([C:18]2[CH:19]=[N:20][C:21](Cl)=[C:22]([Br:24])[CH:23]=2)(=[O:17])=[O:16])[CH:14]=1)=[NH:9])(C)(C)C.[NH2:29][CH2:30][C:31]1[CH:36]=[CH:35][CH:34]=[CH:33][N:32]=1.C(Cl)(Cl)Cl.[C:41]([OH:47])([C:43]([F:46])([F:45])[F:44])=[O:42]. Product: [F:44][C:43]([F:46])([F:45])[C:41]([OH:47])=[O:42].[Br:24][C:22]1[CH:23]=[C:18]([S:15]([C:13]2[CH:14]=[C:10]([C:8]([NH2:7])=[NH:9])[S:11][C:12]=2[S:26][CH3:27])(=[O:17])=[O:16])[CH:19]=[N:20][C:21]=1[NH:29][CH2:30][C:31]1[CH:36]=[CH:35][CH:34]=[CH:33][N:32]=1. The catalyst class is: 1.